From a dataset of NCI-60 drug combinations with 297,098 pairs across 59 cell lines. Regression. Given two drug SMILES strings and cell line genomic features, predict the synergy score measuring deviation from expected non-interaction effect. Drug 1: CNC(=O)C1=NC=CC(=C1)OC2=CC=C(C=C2)NC(=O)NC3=CC(=C(C=C3)Cl)C(F)(F)F. Drug 2: C1=NC2=C(N1)C(=S)N=CN2. Cell line: HOP-92. Synergy scores: CSS=47.4, Synergy_ZIP=-2.85, Synergy_Bliss=-3.43, Synergy_Loewe=-19.4, Synergy_HSA=2.93.